The task is: Predict the product of the given reaction.. This data is from Forward reaction prediction with 1.9M reactions from USPTO patents (1976-2016). (1) Given the reactants [CH3:1][O:2][C:3](=[O:12])[C:4]1[CH:9]=[CH:8][CH:7]=[C:6]([OH:10])[C:5]=1[CH3:11].[C:13]([C:17]1[CH:22]=[CH:21][C:20](B(O)O)=[CH:19][CH:18]=1)([CH3:16])([CH3:15])[CH3:14].CCN(CC)CC, predict the reaction product. The product is: [CH3:1][O:2][C:3](=[O:12])[C:4]1[CH:9]=[CH:8][CH:7]=[C:6]([O:10][C:20]2[CH:21]=[CH:22][C:17]([C:13]([CH3:16])([CH3:15])[CH3:14])=[CH:18][CH:19]=2)[C:5]=1[CH3:11]. (2) Given the reactants [Cl:1][C:2]1[C:7]([CH3:8])=[CH:6][C:5]([C:9]([C:11]2[CH:16]=[CH:15][CH:14]=[CH:13][CH:12]=2)=O)=[C:4]([OH:17])[CH:3]=1.C(N([CH2:23][CH3:24])CC)C.C([CH:27]([CH2:31][C:32](Cl)=[O:33])[C:28](Cl)=[O:29])C.[OH2:35], predict the reaction product. The product is: [Cl:1][C:2]1[CH:3]=[C:4]2[C:5]([C:9]([C:11]3[CH:16]=[CH:15][CH:14]=[CH:13][CH:12]=3)=[C:31]([CH2:27][C:28]([O:29][CH2:23][CH3:24])=[O:35])[C:32](=[O:33])[O:17]2)=[CH:6][C:7]=1[CH3:8]. (3) Given the reactants [H-].[Al+3].[Li+].[H-].[H-].[H-].CON(C)[C:10](=[O:26])[C:11]1[CH:22]=[C:21]([N+:23]([O-:25])=[O:24])[CH:20]=[C:13]([C:14](N(OC)C)=[O:15])[CH:12]=1.[OH-].[Na+].O, predict the reaction product. The product is: [N+:23]([C:21]1[CH:20]=[C:13]([CH:14]=[O:15])[CH:12]=[C:11]([CH:22]=1)[CH:10]=[O:26])([O-:25])=[O:24]. (4) The product is: [C:30]1([CH2:36][CH2:37][CH2:38][CH2:39][NH:40][CH2:12][CH:13]2[O:22][C:21]3[C:16](=[CH:17][CH:18]=[C:19]4[NH:25][C:24]([C:26]([F:28])([F:29])[F:27])=[N:23][C:20]4=3)[O:15][CH2:14]2)[CH:35]=[CH:34][CH:33]=[CH:32][CH:31]=1. Given the reactants CC1C=CC(S(O[CH2:12][C@@H:13]2[O:22][C:21]3[C:16](=[CH:17][CH:18]=[C:19]4[NH:25][C:24]([C:26]([F:29])([F:28])[F:27])=[N:23][C:20]4=3)[O:15][CH2:14]2)(=O)=O)=CC=1.[C:30]1([CH2:36][CH2:37][CH2:38][CH2:39][NH2:40])[CH:35]=[CH:34][CH:33]=[CH:32][CH:31]=1, predict the reaction product. (5) Given the reactants [Cl:1][C:2]1[CH:7]=[C:6]([Cl:8])[CH:5]=[CH:4][C:3]=1[C:9]1[CH:14]=[CH:13][C:12]([C:15]([OH:17])=[O:16])=[CH:11][CH:10]=1.C(Cl)(C(Cl)=O)=O.[CH3:24][N:25]([CH3:40])[CH2:26][CH2:27][N:28]([CH3:39])[C:29]1[S:30][C:31]2[CH:37]=[C:36]([NH2:38])[CH:35]=[CH:34][C:32]=2[N:33]=1, predict the reaction product. The product is: [ClH:1].[CH3:24][N:25]([CH3:40])[CH2:26][CH2:27][N:28]([CH3:39])[C:29]1[S:30][C:31]2[CH:37]=[C:36]([NH:38][C:15]([C:12]3[CH:11]=[CH:10][C:9]([C:3]4[CH:4]=[CH:5][C:6]([Cl:8])=[CH:7][C:2]=4[Cl:1])=[CH:14][CH:13]=3)=[O:17])[CH:35]=[CH:34][C:32]=2[N:33]=1.[CH3:24][N:25]([CH3:40])[CH2:26][CH2:27][N:28]([CH3:39])[C:29]1[S:30][C:31]2[CH:37]=[C:36]([NH:38][C:15]([C:12]3[CH:13]=[CH:14][C:9]([C:3]4[CH:4]=[CH:5][C:6]([Cl:8])=[CH:7][C:2]=4[Cl:1])=[CH:10][CH:11]=3)=[O:16])[CH:35]=[CH:34][C:32]=2[N:33]=1.